From a dataset of Peptide-MHC class I binding affinity with 185,985 pairs from IEDB/IMGT. Regression. Given a peptide amino acid sequence and an MHC pseudo amino acid sequence, predict their binding affinity value. This is MHC class I binding data. (1) The peptide sequence is SSNLSWLSL. The MHC is Patr-B0101 with pseudo-sequence Patr-B0101. The binding affinity (normalized) is 0.435. (2) The peptide sequence is RSLVCLAPK. The MHC is HLA-A02:01 with pseudo-sequence HLA-A02:01. The binding affinity (normalized) is 0.0847. (3) The peptide sequence is RNEQGQTLW. The MHC is HLA-B15:09 with pseudo-sequence HLA-B15:09. The binding affinity (normalized) is 0.0847. (4) The MHC is HLA-A02:03 with pseudo-sequence HLA-A02:03. The binding affinity (normalized) is 0.0261. The peptide sequence is TIQKDINIT. (5) The peptide sequence is GEDDDMLPW. The MHC is HLA-A26:01 with pseudo-sequence HLA-A26:01. The binding affinity (normalized) is 0.0847.